From a dataset of Catalyst prediction with 721,799 reactions and 888 catalyst types from USPTO. Predict which catalyst facilitates the given reaction. (1) Product: [C:33]([C:25]1[CH:24]=[C:23]([S:20]([NH:19][C@@H:14]2[CH2:15][CH2:16][CH2:17][C:18]3[C:9]([O:8][CH2:7][C:6]([OH:36])=[O:5])=[CH:10][CH:11]=[CH:12][C:13]2=3)(=[O:21])=[O:22])[CH:28]=[C:27]([C:29]([F:31])([F:30])[F:32])[CH:26]=1)([CH3:35])=[CH2:34]. Reactant: C([O:5][C:6](=[O:36])[CH2:7][O:8][C:9]1[C:18]2[CH2:17][CH2:16][CH2:15][C@@H:14]([NH:19][S:20]([C:23]3[CH:28]=[C:27]([C:29]([F:32])([F:31])[F:30])[CH:26]=[C:25]([C:33]([CH3:35])=[CH2:34])[CH:24]=3)(=[O:22])=[O:21])[C:13]=2[CH:12]=[CH:11][CH:10]=1)(C)(C)C.[OH-].[Li+]. The catalyst class is: 7. (2) Reactant: [F:1][C:2]([F:14])([F:13])[C:3]1[CH:12]=[CH:11][C:6]([C:7]([NH:9][NH2:10])=[O:8])=[CH:5][CH:4]=1.C(=O)(O)[O-].[Na+].[N:20]#[C:21]Br. Product: [F:1][C:2]([F:13])([F:14])[C:3]1[CH:12]=[CH:11][C:6]([C:7]2[O:8][C:21]([NH2:20])=[N:10][N:9]=2)=[CH:5][CH:4]=1. The catalyst class is: 38.